From a dataset of Full USPTO retrosynthesis dataset with 1.9M reactions from patents (1976-2016). Predict the reactants needed to synthesize the given product. Given the product [NH2:23][C@:19]1([CH2:20][OH:21])[CH2:25][CH2:26][C@H:17]([C:12]2[CH:11]=[CH:10][C:9]3[CH2:8][C@H:7]([CH2:6][CH2:5][CH2:4][O:3][CH2:1][CH3:2])[CH2:16][CH2:15][C:14]=3[CH:13]=2)[CH2:18]1, predict the reactants needed to synthesize it. The reactants are: [CH2:1]([O:3][CH2:4][CH2:5][CH2:6][C@@H:7]1[CH2:16][CH2:15][C:14]2[CH:13]=[C:12]([C@H:17]3[CH2:26][CH2:25][C@@:19]4([NH:23]C(=O)[O:21][CH2:20]4)[CH2:18]3)[CH:11]=[CH:10][C:9]=2[CH2:8]1)[CH3:2].[OH-].[Na+].C(O)(C(F)(F)F)=O.